From a dataset of NCI-60 drug combinations with 297,098 pairs across 59 cell lines. Regression. Given two drug SMILES strings and cell line genomic features, predict the synergy score measuring deviation from expected non-interaction effect. (1) Drug 1: CNC(=O)C1=CC=CC=C1SC2=CC3=C(C=C2)C(=NN3)C=CC4=CC=CC=N4. Drug 2: CC1CCC2CC(C(=CC=CC=CC(CC(C(=O)C(C(C(=CC(C(=O)CC(OC(=O)C3CCCCN3C(=O)C(=O)C1(O2)O)C(C)CC4CCC(C(C4)OC)O)C)C)O)OC)C)C)C)OC. Cell line: OVCAR3. Synergy scores: CSS=19.7, Synergy_ZIP=-0.705, Synergy_Bliss=2.92, Synergy_Loewe=-14.3, Synergy_HSA=0.288. (2) Drug 1: CCC1=C2CN3C(=CC4=C(C3=O)COC(=O)C4(CC)O)C2=NC5=C1C=C(C=C5)O. Drug 2: C1=CC=C(C(=C1)C(C2=CC=C(C=C2)Cl)C(Cl)Cl)Cl. Cell line: HCT116. Synergy scores: CSS=53.7, Synergy_ZIP=1.88, Synergy_Bliss=3.64, Synergy_Loewe=-29.2, Synergy_HSA=-2.03. (3) Drug 1: CN(C(=O)NC(C=O)C(C(C(CO)O)O)O)N=O. Drug 2: C1C(C(OC1N2C=NC(=NC2=O)N)CO)O. Cell line: MCF7. Synergy scores: CSS=7.01, Synergy_ZIP=-0.696, Synergy_Bliss=-0.744, Synergy_Loewe=-3.45, Synergy_HSA=-0.931. (4) Drug 1: CC12CCC3C(C1CCC2O)C(CC4=C3C=CC(=C4)O)CCCCCCCCCS(=O)CCCC(C(F)(F)F)(F)F. Drug 2: CCN(CC)CCCC(C)NC1=C2C=C(C=CC2=NC3=C1C=CC(=C3)Cl)OC. Cell line: HOP-92. Synergy scores: CSS=29.5, Synergy_ZIP=-10.9, Synergy_Bliss=-6.15, Synergy_Loewe=-9.69, Synergy_HSA=-2.82. (5) Drug 1: CC(C)(C#N)C1=CC(=CC(=C1)CN2C=NC=N2)C(C)(C)C#N. Drug 2: CCCCCOC(=O)NC1=NC(=O)N(C=C1F)C2C(C(C(O2)C)O)O. Cell line: MOLT-4. Synergy scores: CSS=-0.932, Synergy_ZIP=2.55, Synergy_Bliss=2.15, Synergy_Loewe=0.489, Synergy_HSA=-1.59. (6) Drug 1: CCC(=C(C1=CC=CC=C1)C2=CC=C(C=C2)OCCN(C)C)C3=CC=CC=C3.C(C(=O)O)C(CC(=O)O)(C(=O)O)O. Drug 2: COCCOC1=C(C=C2C(=C1)C(=NC=N2)NC3=CC=CC(=C3)C#C)OCCOC.Cl. Cell line: SN12C. Synergy scores: CSS=8.98, Synergy_ZIP=-4.53, Synergy_Bliss=1.40, Synergy_Loewe=1.88, Synergy_HSA=3.29. (7) Drug 1: CS(=O)(=O)C1=CC(=C(C=C1)C(=O)NC2=CC(=C(C=C2)Cl)C3=CC=CC=N3)Cl. Drug 2: N.N.Cl[Pt+2]Cl. Cell line: HS 578T. Synergy scores: CSS=0.842, Synergy_ZIP=10.9, Synergy_Bliss=10.0, Synergy_Loewe=3.15, Synergy_HSA=3.15. (8) Drug 1: CC(C1=C(C=CC(=C1Cl)F)Cl)OC2=C(N=CC(=C2)C3=CN(N=C3)C4CCNCC4)N. Drug 2: C1CCN(CC1)CCOC2=CC=C(C=C2)C(=O)C3=C(SC4=C3C=CC(=C4)O)C5=CC=C(C=C5)O. Cell line: OVCAR3. Synergy scores: CSS=3.59, Synergy_ZIP=1.20, Synergy_Bliss=6.39, Synergy_Loewe=3.04, Synergy_HSA=3.59. (9) Drug 1: CC12CCC3C(C1CCC2=O)CC(=C)C4=CC(=O)C=CC34C. Drug 2: CC1CCC2CC(C(=CC=CC=CC(CC(C(=O)C(C(C(=CC(C(=O)CC(OC(=O)C3CCCCN3C(=O)C(=O)C1(O2)O)C(C)CC4CCC(C(C4)OC)O)C)C)O)OC)C)C)C)OC. Cell line: EKVX. Synergy scores: CSS=30.4, Synergy_ZIP=-4.38, Synergy_Bliss=-1.58, Synergy_Loewe=-0.170, Synergy_HSA=2.33. (10) Drug 1: CN(CCCl)CCCl.Cl. Drug 2: C1=NNC2=C1C(=O)NC=N2. Cell line: HS 578T. Synergy scores: CSS=15.6, Synergy_ZIP=-3.66, Synergy_Bliss=-0.406, Synergy_Loewe=-10.9, Synergy_HSA=-1.98.